This data is from Forward reaction prediction with 1.9M reactions from USPTO patents (1976-2016). The task is: Predict the product of the given reaction. (1) Given the reactants C(N(CC)CC)C.[O:8]1[CH:12]=[CH:11][CH:10]=[C:9]1[C:13](Cl)=[O:14].[C:16]1([CH3:45])[CH:21]=[CH:20][C:19]([NH:22][CH:23]2[CH2:28][CH2:27][N:26]([CH2:29][CH2:30][C:31]3([CH2:37][CH2:38][N:39]4[CH2:44][CH2:43][O:42][CH2:41][CH2:40]4)[CH2:36][CH2:35][CH2:34][CH2:33][CH2:32]3)[CH2:25][CH2:24]2)=[CH:18][CH:17]=1, predict the reaction product. The product is: [O:42]1[CH2:43][CH2:44][N:39]([CH2:38][CH2:37][C:31]2([CH2:30][CH2:29][N:26]3[CH2:27][CH2:28][CH:23]([N:22]([C:19]4[CH:20]=[CH:21][C:16]([CH3:45])=[CH:17][CH:18]=4)[C:13]([C:9]4[O:8][CH:12]=[CH:11][CH:10]=4)=[O:14])[CH2:24][CH2:25]3)[CH2:32][CH2:33][CH2:34][CH2:35][CH2:36]2)[CH2:40][CH2:41]1. (2) Given the reactants [F:1][C:2]([F:29])([F:28])[C:3]1[CH:27]=[CH:26][C:6]([CH2:7][O:8][N:9]=[C:10]([C:13]2[CH:18]=[CH:17][C:16]([NH:19][CH2:20][C:21]([O:23]CC)=[O:22])=[CH:15][CH:14]=2)[CH2:11][CH3:12])=[CH:5][CH:4]=1.[OH-].[Li+], predict the reaction product. The product is: [F:1][C:2]([F:28])([F:29])[C:3]1[CH:27]=[CH:26][C:6]([CH2:7][O:8][N:9]=[C:10]([C:13]2[CH:18]=[CH:17][C:16]([NH:19][CH2:20][C:21]([OH:23])=[O:22])=[CH:15][CH:14]=2)[CH2:11][CH3:12])=[CH:5][CH:4]=1. (3) Given the reactants [CH2:1]([N:9]=[C:10]=[O:11])[CH2:2][CH2:3][CH2:4][CH2:5][CH2:6][CH2:7][CH3:8].[CH3:12][NH:13][C:14]1[CH:15]=[C:16]([C:20]2[CH:25]=[CH:24][C:23]([CH2:26][CH2:27][C:28]([O:30][CH2:31][CH3:32])=[O:29])=[CH:22][CH:21]=2)[CH:17]=[CH:18][CH:19]=1, predict the reaction product. The product is: [CH2:1]([NH:9][C:10](=[O:11])[N:13]([C:14]1[CH:15]=[C:16]([C:20]2[CH:25]=[CH:24][C:23]([CH2:26][CH2:27][C:28]([O:30][CH2:31][CH3:32])=[O:29])=[CH:22][CH:21]=2)[CH:17]=[CH:18][CH:19]=1)[CH3:12])[CH2:2][CH2:3][CH2:4][CH2:5][CH2:6][CH2:7][CH3:8]. (4) Given the reactants [O:1]1CCO[CH:2]1[C:6]1[CH:19]=[CH:18][C:9]([CH2:10][O:11][C:12]2[CH:17]=[CH:16][CH:15]=[CH:14][N:13]=2)=[CH:8][C:7]=1[F:20].O1CCCC1.Cl.C(=O)([O-])O.[Na+], predict the reaction product. The product is: [F:20][C:7]1[CH:8]=[C:9]([CH2:10][O:11][C:12]2[CH:17]=[CH:16][CH:15]=[CH:14][N:13]=2)[CH:18]=[CH:19][C:6]=1[CH:2]=[O:1]. (5) Given the reactants C(OC([NH:11][C@@H:12]([CH3:32])[CH:13]([C:22]1([C:25](OC(C)(C)C)=[O:26])[CH2:24][CH2:23]1)[O:14][Si:15]([C:18]([CH3:21])([CH3:20])[CH3:19])([CH3:17])[CH3:16])=O)C1C=CC=CC=1, predict the reaction product. The product is: [Si:15]([O:14][CH:13]1[C:22]2([CH2:24][CH2:23]2)[C:25](=[O:26])[NH:11][C@H:12]1[CH3:32])([C:18]([CH3:21])([CH3:20])[CH3:19])([CH3:17])[CH3:16].